Dataset: Catalyst prediction with 721,799 reactions and 888 catalyst types from USPTO. Task: Predict which catalyst facilitates the given reaction. Reactant: [F:1][C:2]1[CH:3]=[CH:4][CH:5]=[C:6]2[C:11]=1[CH:10]=[N:9][CH:8]=[CH:7]2.[N+:12]([O-])([O-:14])=[O:13].[K+].[OH-].[NH4+]. Product: [F:1][C:2]1[CH:3]=[CH:4][C:5]([N+:12]([O-:14])=[O:13])=[C:6]2[C:11]=1[CH:10]=[N:9][CH:8]=[CH:7]2. The catalyst class is: 65.